This data is from Reaction yield outcomes from USPTO patents with 853,638 reactions. The task is: Predict the reaction yield, written as a fraction of the theoretical maximum amount of product (1.0 means a 100% yield; for example, 0.34 means a 34% yield). The reactants are [Cl:1][C:2]1[CH:3]=[C:4]([C:12]2[N:16]=[C:15]([C:17]3[CH:18]=[C:19]4[C:23](=[CH:24][CH:25]=3)[NH:22][CH:21]=[CH:20]4)[O:14][N:13]=2)[CH:5]=[CH:6][C:7]=1[O:8][CH:9]([CH3:11])[CH3:10].[H-].[Na+].Br[CH:29]1[CH2:33][CH2:32][CH:31]([C:34]([O:36][CH3:37])=[O:35])[CH2:30]1.[I-].[Na+]. The catalyst is CN(C=O)C. The product is [Cl:1][C:2]1[CH:3]=[C:4]([C:12]2[N:16]=[C:15]([C:17]3[CH:18]=[C:19]4[C:23](=[CH:24][CH:25]=3)[N:22]([CH:29]3[CH2:33][CH2:32][CH:31]([C:34]([O:36][CH3:37])=[O:35])[CH2:30]3)[CH:21]=[CH:20]4)[O:14][N:13]=2)[CH:5]=[CH:6][C:7]=1[O:8][CH:9]([CH3:11])[CH3:10]. The yield is 0.0600.